This data is from Forward reaction prediction with 1.9M reactions from USPTO patents (1976-2016). The task is: Predict the product of the given reaction. (1) Given the reactants [CH3:1][C:2]1[N:6]([CH2:7][C:8]([C:10]2[CH:15]=[CH:14][C:13]([N+:16]([O-])=O)=[CH:12][CH:11]=2)=[O:9])[C:5](=[O:19])[C:4]([C:23]2[CH:28]=[CH:27][CH:26]=[CH:25][CH:24]=2)([CH2:20][CH2:21][CH3:22])[N:3]=1.O.O.Cl[Sn]Cl.[OH-].[Na+], predict the reaction product. The product is: [NH2:16][C:13]1[CH:12]=[CH:11][C:10]([C:8](=[O:9])[CH2:7][N:6]2[C:5](=[O:19])[C:4]([C:23]3[CH:28]=[CH:27][CH:26]=[CH:25][CH:24]=3)([CH2:20][CH2:21][CH3:22])[N:3]=[C:2]2[CH3:1])=[CH:15][CH:14]=1. (2) Given the reactants Br[C:2]1[CH:3]=[C:4]([CH:7]=[O:8])[O:5][CH:6]=1.[C:9]1(/[CH:15]=[CH:16]/B(O)O)[CH:14]=[CH:13][CH:12]=[CH:11][CH:10]=1.C(C1OC(C=O)=CC=1)C1C=CC=CC=1, predict the reaction product. The product is: [CH:16](/[C:2]1[CH:3]=[C:4]([CH:7]=[O:8])[O:5][CH:6]=1)=[CH:15]\[C:9]1[CH:14]=[CH:13][CH:12]=[CH:11][CH:10]=1. (3) Given the reactants [Br:1][C:2]1[CH:14]=[CH:13][C:12]2[C:11]3[C:6](=[CH:7][CH:8]=[CH:9][CH:10]=3)[NH:5][C:4]=2[CH:3]=1.[H-].[Na+].Br[CH2:18][CH:19]([CH3:21])[CH3:20], predict the reaction product. The product is: [Br:1][C:2]1[CH:14]=[CH:13][C:12]2[C:11]3[C:6](=[CH:7][CH:8]=[CH:9][CH:10]=3)[N:5]([CH2:18][CH:19]([CH3:21])[CH3:20])[C:4]=2[CH:3]=1. (4) Given the reactants [CH3:1][N:2]1[CH:7]=[C:6]([C:8]2[CH:13]=[C:12]([CH2:14][S:15]([CH3:18])(=[O:17])=[O:16])[CH:11]=[CH:10][C:9]=2[NH:19][C:20]2[CH:25]=[CH:24][N:23]=[CH:22][N:21]=2)[C:5]2[CH:26]=[CH:27][N:28](S(C3C=CC(C)=CC=3)(=O)=O)[C:4]=2[C:3]1=[O:39].[F-].C([N+](CCCC)(CCCC)CCCC)CCC, predict the reaction product. The product is: [CH3:1][N:2]1[CH:7]=[C:6]([C:8]2[CH:13]=[C:12]([CH2:14][S:15]([CH3:18])(=[O:16])=[O:17])[CH:11]=[CH:10][C:9]=2[NH:19][C:20]2[CH:25]=[CH:24][N:23]=[CH:22][N:21]=2)[C:5]2[CH:26]=[CH:27][NH:28][C:4]=2[C:3]1=[O:39]. (5) The product is: [CH2:1]([O:8][C:9]1[CH:10]=[C:11]([CH2:12][NH2:13])[CH:21]=[C:22]([CH:24]([CH3:26])[CH3:25])[CH:23]=1)[C:2]1[CH:7]=[CH:6][CH:5]=[CH:4][CH:3]=1. Given the reactants [CH2:1]([O:8][C:9]1[CH:10]=[C:11]([CH:21]=[C:22]([CH:24]([CH3:26])[CH3:25])[CH:23]=1)[CH2:12][NH:13]C(=O)OC(C)(C)C)[C:2]1[CH:7]=[CH:6][CH:5]=[CH:4][CH:3]=1.Cl, predict the reaction product. (6) The product is: [Cl:13][C:10]1[CH:11]=[CH:12][C:7]([C:16](=[O:18])[CH3:17])=[N:8][CH:9]=1. Given the reactants C([Li])CCC.Br[C:7]1[CH:12]=[CH:11][C:10]([Cl:13])=[CH:9][N:8]=1.CN(C)[C:16](=[O:18])[CH3:17], predict the reaction product. (7) Given the reactants [CH2:1]([O:3][C:4]1[CH:13]=[C:12]2[C:7]([CH:8]=[CH:9][CH:10]=[C:11]2[NH2:14])=[CH:6][CH:5]=1)[CH3:2].C(O)(C)(C)C.[Li].N, predict the reaction product. The product is: [CH2:1]([O:3][C:4]1[CH2:13][C:12]2[C:11]([NH2:14])=[CH:10][CH:9]=[CH:8][C:7]=2[CH2:6][CH:5]=1)[CH3:2]. (8) The product is: [OH:32][C:22]1[C:21]([OH:20])=[CH:26][C:25]([C:27]#[N:28])=[C:24]([C:2]#[C:1][C:5]2[CH:10]=[CH:9][CH:8]=[CH:7][CH:6]=2)[C:23]=1[C:30]#[N:31]. Given the reactants [C:1]([C:5]1[CH:10]=[C:9](C)[CH:8]=[C:7](C(C)(C)C)[C:6]=1O)(C)(C)[CH3:2].C([O:20][C:21]1[CH:26]=[C:25]([C:27]#[N:28])[C:24](Br)=[C:23]([C:30]#[N:31])[C:22]=1[O:32]C(=O)C)(=O)C.C1(C#C[Sn](CCCC)(CCCC)CCCC)C=CC=CC=1, predict the reaction product.